Dataset: Tox21: 12 toxicity assays (nuclear receptors and stress response pathways). Task: Binary classification across 12 toxicity assays. (1) It tested positive (active) for: SR-ARE (Antioxidant Response Element (oxidative stress)). The compound is CCOc1ccc2ccccc2c1C(=O)N[C@@H]1C(=O)N2[C@@H](C(=O)[O-])C(C)(C)S[C@H]12. (2) The drug is C[C@]1(O)CC[C@H]2[C@@H]3CCC4=CC(=O)CC[C@]4(C)[C@H]3CC[C@@]21C. It tested positive (active) for: NR-AR (Androgen Receptor agonist activity), NR-AR-LBD (Androgen Receptor Ligand Binding Domain agonist), NR-ER (Estrogen Receptor agonist activity), NR-ER-LBD (Estrogen Receptor Ligand Binding Domain agonist), and SR-p53 (p53 tumor suppressor activation). (3) The compound is O=C1c2ccccc2C(=O)c2c(O)ccc(O)c21. It tested positive (active) for: NR-AhR (Aryl hydrocarbon Receptor agonist activity), SR-ARE (Antioxidant Response Element (oxidative stress)), and SR-MMP (Mitochondrial Membrane Potential disruption). (4) The molecule is C[C@H]1CC[C@]2(NC1)O[C@H]1C[C@H]3[C@@H]4CC[C@H]5C[C@@H](O[C@@H]6O[C@H](CO)[C@H](O[C@@H]7O[C@H](CO)[C@@H](O)[C@H](O[C@@H]8OC[C@@H](O)[C@H](O)[C@H]8O)[C@H]7O[C@@H]7O[C@H](CO)[C@@H](O)[C@H](O)[C@H]7O)[C@H](O)[C@H]6O)CC[C@]5(C)[C@H]4CC[C@]3(C)[C@H]1[C@@H]2C. It tested positive (active) for: NR-ER-LBD (Estrogen Receptor Ligand Binding Domain agonist).